From a dataset of Full USPTO retrosynthesis dataset with 1.9M reactions from patents (1976-2016). Predict the reactants needed to synthesize the given product. (1) Given the product [Cl:23][C:21]1[CH:22]=[CH:15][C:16]([C:17]#[N:18])=[C:19]([C:7]2[C:6]([O:12][CH3:13])=[CH:5][N:4]=[C:3]([O:2][CH3:1])[CH:8]=2)[CH:20]=1, predict the reactants needed to synthesize it. The reactants are: [CH3:1][O:2][C:3]1[CH:8]=[C:7](B(O)O)[C:6]([O:12][CH3:13])=[CH:5][N:4]=1.Br[C:15]1[CH:22]=[C:21]([Cl:23])[CH:20]=[CH:19][C:16]=1[C:17]#[N:18]. (2) Given the product [Br-:54].[CH:1]1([CH2:4][N+:5]2([CH2:53][CH:50]3[CH2:52][CH2:51]3)[CH2:10][CH2:9][CH2:8][C@@H:7]([CH2:11][NH:12][C:13]([C@H:15]3[CH2:19][CH2:18][CH2:17][N:16]3[C:20]([C@@H:22]3[CH2:26][C@@H:25]([OH:27])[CH2:24][N:23]3[C:28](=[O:49])[CH2:29][C:30]([C:37]3[CH:42]=[CH:41][CH:40]=[CH:39][CH:38]=3)([C:31]3[CH:32]=[CH:33][CH:34]=[CH:35][CH:36]=3)[C:43]3[CH:44]=[CH:45][CH:46]=[CH:47][CH:48]=3)=[O:21])=[O:14])[CH2:6]2)[CH2:2][CH2:3]1, predict the reactants needed to synthesize it. The reactants are: [CH:1]1([CH2:4][N:5]2[CH2:10][CH2:9][CH2:8][C@@H:7]([CH2:11][NH:12][C:13]([C@H:15]3[CH2:19][CH2:18][CH2:17][N:16]3[C:20]([C@@H:22]3[CH2:26][C@@H:25]([OH:27])[CH2:24][N:23]3[C:28](=[O:49])[CH2:29][C:30]([C:43]3[CH:48]=[CH:47][CH:46]=[CH:45][CH:44]=3)([C:37]3[CH:42]=[CH:41][CH:40]=[CH:39][CH:38]=3)[C:31]3[CH:36]=[CH:35][CH:34]=[CH:33][CH:32]=3)=[O:21])=[O:14])[CH2:6]2)[CH2:3][CH2:2]1.[CH:50]1([CH2:53][Br:54])[CH2:52][CH2:51]1. (3) Given the product [Br:1][C:2]1[C:3]2[N:12]([CH:13]3[CH2:14][CH2:15][CH2:16][CH2:17]3)[N:11]=[C:10]([C:18]3[CH:23]=[CH:22][C:21]([S:24]([NH2:27])(=[O:26])=[O:25])=[CH:20][CH:19]=3)[C:4]=2[C:5](=[O:8])[NH:6][CH:7]=1, predict the reactants needed to synthesize it. The reactants are: [Br:1][C:2]1[C:3]2[N:12]([CH:13]3[CH2:17][CH2:16][CH2:15][CH2:14]3)[N:11]=[C:10]([C:18]3[CH:23]=[CH:22][C:21]([S:24]([NH2:27])(=[O:26])=[O:25])=[CH:20][CH:19]=3)[C:4]=2[C:5]([O:8]C)=[N:6][CH:7]=1.[I-].[Na+].Cl[Si](C)(C)C.O. (4) Given the product [CH3:25][N:24]([C@H:21]1[CH2:22][CH2:23][N:19]([C:16]2[N:15]=[CH:14][C:13]([N:10]3[CH:11]=[CH:12][C:7]([CH2:44][CH2:45][C:46]4[CH:51]=[CH:50][CH:49]=[CH:48][CH:47]=4)=[CH:8][C:9]3=[O:33])=[CH:18][CH:17]=2)[CH2:20]1)[C:26](=[O:27])[O:28][C:29]([CH3:32])([CH3:30])[CH3:31], predict the reactants needed to synthesize it. The reactants are: FC(F)(F)S(O[C:7]1[CH:12]=[CH:11][N:10]([C:13]2[CH:14]=[N:15][C:16]([N:19]3[CH2:23][CH2:22][C@H:21]([N:24]([C:26]([O:28][C:29]([CH3:32])([CH3:31])[CH3:30])=[O:27])[CH3:25])[CH2:20]3)=[CH:17][CH:18]=2)[C:9](=[O:33])[CH:8]=1)(=O)=O.CN1C(=O)CCC1.[Br-].[CH2:44]([Zn+])[CH2:45][C:46]1[CH:51]=[CH:50][CH:49]=[CH:48][CH:47]=1. (5) Given the product [F:29][C:26]1[CH:27]=[CH:28][C:20]([C:2]2[C:16]([CH3:17])=[CH:15][C:5]([O:6][CH2:7][C:8]3([OH:14])[CH2:13][CH2:12][O:11][CH2:10][CH2:9]3)=[CH:4][C:3]=2[CH3:18])=[C:21]2[C:25]=1[C@H:24]([O:30][C:31]1[CH:44]=[CH:43][C:34]3[C@H:35]([CH2:38][C:39]([O:41][CH3:42])=[O:40])[CH2:36][O:37][C:33]=3[CH:32]=1)[CH2:23][CH2:22]2, predict the reactants needed to synthesize it. The reactants are: Br[C:2]1[C:16]([CH3:17])=[CH:15][C:5]([O:6][CH2:7][C:8]2([OH:14])[CH2:13][CH2:12][O:11][CH2:10][CH2:9]2)=[CH:4][C:3]=1[CH3:18].Br[C:20]1[CH:28]=[CH:27][C:26]([F:29])=[C:25]2[C:21]=1[CH2:22][CH2:23][C@H:24]2[O:30][C:31]1[CH:44]=[CH:43][C:34]2[C@H:35]([CH2:38][C:39]([O:41][CH3:42])=[O:40])[CH2:36][O:37][C:33]=2[CH:32]=1. (6) Given the product [Cl:1][CH2:2][CH2:3][CH2:4][N:17]1[C:18]2[C:14](=[CH:13][CH:12]=[C:11]([C:8]3[CH:9]=[CH:10][S:6][CH:7]=3)[CH:19]=2)[CH:15]=[N:16]1.[Cl:1][CH2:2][CH2:3][CH2:4][N:16]1[CH:15]=[C:14]2[C:18]([CH:19]=[C:11]([C:8]3[CH:9]=[CH:10][S:6][CH:7]=3)[CH:12]=[CH:13]2)=[N:17]1, predict the reactants needed to synthesize it. The reactants are: [Cl:1][CH2:2][CH2:3][CH2:4]I.[S:6]1[CH:10]=[CH:9][C:8]([C:11]2[CH:19]=[C:18]3[C:14]([CH:15]=[N:16][NH:17]3)=[CH:13][CH:12]=2)=[CH:7]1.[H-].[Na+]. (7) Given the product [F:34][C:35]([F:62])([F:63])[C:36]1[CH:37]=[C:38]([CH:55]=[C:56]([C:58]([F:61])([F:60])[F:59])[CH:57]=1)[CH2:39][O:40][CH2:41][C:10]1([C:19]2[CH:24]=[CH:23][CH:22]=[CH:21][CH:20]=2)[CH2:16][CH2:15][CH2:14][N:13]([CH2:17][CH3:18])[CH2:12][CH2:11]1, predict the reactants needed to synthesize it. The reactants are: FC(F)(F)C1C=C(C=C(C(F)(F)F)C=1)COCC[C:10]1([C:19]2[CH:24]=[CH:23][CH:22]=[CH:21][CH:20]=2)[CH2:16][CH2:15][CH2:14][N:13]([CH2:17][CH3:18])[CH2:12][CH2:11]1.[F:34][C:35]([F:63])([F:62])[C:36]1[CH:37]=[C:38]([CH:55]=[C:56]([C:58]([F:61])([F:60])[F:59])[CH:57]=1)[CH2:39][O:40][CH2:41]C1(C2C=CC=CC=2)CCCNCC1. (8) The reactants are: [Cl:1][C:2]1[CH:3]=[C:4]2[C:9](=[CH:10][CH:11]=1)[CH:8]=[C:7]([S:12]([CH2:15][CH2:16]O)(=[O:14])=[O:13])[CH:6]=[CH:5]2.S(Cl)([Cl:20])=O.CN(C=O)C. Given the product [Cl:1][C:2]1[CH:3]=[C:4]2[C:9](=[CH:10][CH:11]=1)[CH:8]=[C:7]([S:12]([CH2:15][CH2:16][Cl:20])(=[O:14])=[O:13])[CH:6]=[CH:5]2, predict the reactants needed to synthesize it. (9) Given the product [NH2:19][C:16]1[CH:17]=[CH:18][C:13]([CH2:12][N:4]2[C:5]3[N:6]=[CH:7][N:8]=[C:9]([NH2:11])[C:10]=3[C:2]([I:1])=[CH:3]2)=[CH:14][CH:15]=1, predict the reactants needed to synthesize it. The reactants are: [I:1][C:2]1[C:10]2[C:9]([NH2:11])=[N:8][CH:7]=[N:6][C:5]=2[N:4]([CH2:12][C:13]2[CH:18]=[CH:17][C:16]([N+:19]([O-])=O)=[CH:15][CH:14]=2)[CH:3]=1.C1COCC1.[NH4+].[Cl-]. (10) Given the product [NH2:41][C:39](=[O:40])[CH2:38][CH2:37][NH:36][C:16]([C@@H:9]1[CH2:10][C:11](=[N:13][O:14][CH3:15])[CH2:12][N:8]1[C:6]([C:30]1[CH:29]=[CH:28][C:27]([C:21]2[C:22]([CH3:26])=[CH:23][CH:24]=[CH:25][C:20]=2[CH3:19])=[CH:32][CH:31]=1)=[O:7])=[O:18], predict the reactants needed to synthesize it. The reactants are: C(O[C:6]([N:8]1[CH2:12][C:11](=[N:13][O:14][CH3:15])[CH2:10][C@H:9]1[C:16]([OH:18])=O)=[O:7])(C)(C)C.[CH3:19][C:20]1[CH:25]=[CH:24][CH:23]=[C:22]([CH3:26])[C:21]=1[C:27]1[CH:32]=[CH:31][C:30](C(O)=O)=[CH:29][CH:28]=1.[NH2:36][CH2:37][CH2:38][C:39]([NH2:41])=[O:40].